Dataset: Reaction yield outcomes from USPTO patents with 853,638 reactions. Task: Predict the reaction yield, written as a fraction of the theoretical maximum amount of product (1.0 means a 100% yield; for example, 0.34 means a 34% yield). (1) The reactants are Cl[C:2]1[N:7]=[C:6]([NH:8][C@@H:9]2[CH2:14][CH2:13][CH2:12][N:11]([C:15](=[O:18])[CH:16]=[CH2:17])[CH2:10]2)[C:5]([F:19])=[CH:4][N:3]=1.C([O-])([O-])=O.[Cs+].[Cs+].[F:26][C:27]1[CH:32]=[CH:31][C:30]([N:33]2[CH2:41][C:40]3[C:35](=[CH:36][CH:37]=[C:38]([N+:42]([O-])=O)[CH:39]=3)[CH2:34]2)=[CH:29][CH:28]=1.CN(C1C(C2C(P(C3CCCCC3)C3CCCCC3)=CC=CC=2)=CC=CC=1)C. The catalyst is O.C1C=CC(/C=C/C(/C=C/C2C=CC=CC=2)=O)=CC=1.C1C=CC(/C=C/C(/C=C/C2C=CC=CC=2)=O)=CC=1.C1C=CC(/C=C/C(/C=C/C2C=CC=CC=2)=O)=CC=1.[Pd].[Pd]. The product is [F:19][C:5]1[C:6]([NH:8][C@@H:9]2[CH2:14][CH2:13][CH2:12][N:11]([C:15](=[O:18])[CH:16]=[CH2:17])[CH2:10]2)=[N:7][C:2]([NH:42][C:38]2[CH:39]=[C:40]3[C:35](=[CH:36][CH:37]=2)[CH2:34][N:33]([C:30]2[CH:31]=[CH:32][C:27]([F:26])=[CH:28][CH:29]=2)[CH2:41]3)=[N:3][CH:4]=1. The yield is 0.400. (2) The reactants are [CH2:1]([C:5]1[C:6](=[N:11][NH:12][C:13]2[CH:14]=NC=[CH:17][CH:18]=2)[C:7]([NH2:10])=[N:8][N:9]=1)[CH2:2][CH:3]=[CH2:4].N[C:20]1[CH:21]=[N:22][CH:23]=[CH:24][CH:25]=1.C(CC(=O)CCC=C)#N.C(Cl)Cl. The catalyst is CO. The product is [CH2:1]([C:5]1[C:6](=[N:11][NH:12][C:13]2[CH:14]=[C:20]3[C:21](=[CH:17][CH:18]=2)[N:22]=[CH:23][CH:24]=[CH:25]3)[C:7]([NH2:10])=[N:8][N:9]=1)[CH2:2][CH:3]=[CH2:4]. The yield is 0.540. (3) The reactants are [Br:1][C:2]1[CH:3]=[C:4]2[C:8](=[CH:9][CH:10]=1)[NH:7][CH:6]=[CH:5]2.[BH3-]C#N.[Na+]. The catalyst is CC(O)=O.O. The product is [Br:1][C:2]1[CH:3]=[C:4]2[C:8](=[CH:9][CH:10]=1)[NH:7][CH2:6][CH2:5]2. The yield is 0.710.